From a dataset of M1 muscarinic receptor antagonist screen with 61,756 compounds. Binary Classification. Given a drug SMILES string, predict its activity (active/inactive) in a high-throughput screening assay against a specified biological target. (1) The compound is O(c1cc(n2c3c(nc2)cccc3N)ccc1)C. The result is 0 (inactive). (2) The compound is O=c1n(CC(C)C)cc(c2c1cc(OC)c(OC)c2)C(=O)NCC(OC)=O. The result is 0 (inactive). (3) The molecule is S(=O)(=O)(N)c1ccc(CCNC2=C(N3CC(CCC3)C(OCC)=O)C(=O)C2=O)cc1. The result is 0 (inactive). (4) The molecule is s1c2c(n(Cc3nc4n(c(=O)c3)c(ccc4)C)c(=O)n(CCC(=O)NCc3occc3)c2=O)cc1. The result is 0 (inactive). (5) The molecule is S(=O)(=O)(Nc1c(C(=O)Nc2c(N3CCOCC3)cccc2)cccc1)c1ccc(OCC)cc1. The result is 0 (inactive). (6) The molecule is Clc1cc(c2nn3c(N4CCN(CC4)C(=O)c4occc4)cc(nc3c2)C)ccc1. The result is 0 (inactive). (7) The result is 0 (inactive). The molecule is O1CCN(CC1)C(=O)Nc1cc2oc3c(c2cc1)cccc3. (8) The compound is O=C1N(Cc2c(n(nc2C)C(=O)c2occc2)C)C(=O)c2c1cccc2. The result is 0 (inactive). (9) The drug is Fc1ccc(C(=O)CCC(OCc2c(onc2C)C)=O)cc1. The result is 0 (inactive).